This data is from Catalyst prediction with 721,799 reactions and 888 catalyst types from USPTO. The task is: Predict which catalyst facilitates the given reaction. (1) Reactant: [Br:1][C:2]1[CH:3]=[C:4]([CH:8]=[O:9])[CH:5]=[N:6][CH:7]=1.[CH2:10](O)[CH2:11][OH:12].C12(CS(O)(=O)=O)C(C)(C)C(CC1)CC2=O. Product: [Br:1][C:2]1[CH:7]=[N:6][CH:5]=[C:4]([CH:8]2[O:12][CH2:11][CH2:10][O:9]2)[CH:3]=1. The catalyst class is: 48. (2) Reactant: [C:1]([O:5][C:6]([N:8]1[CH2:11][CH:10]([C:12]2[CH:13]=[N:14][CH:15]=[C:16](Br)[CH:17]=2)[CH2:9]1)=[O:7])([CH3:4])([CH3:3])[CH3:2].[Cl:19][C:20]1[CH:21]=[C:22]2[C:26](=[CH:27][CH:28]=1)[C:25](=[O:29])[NH:24][C:23]2([CH3:31])[CH3:30].C([O-])([O-])=O.[Cs+].[Cs+].[C@@H]1(N)CCCC[C@H]1N. Product: [C:1]([O:5][C:6]([N:8]1[CH2:11][CH:10]([C:12]2[CH:13]=[N:14][CH:15]=[C:16]([N:24]3[C:25](=[O:29])[C:26]4[C:22](=[CH:21][C:20]([Cl:19])=[CH:28][CH:27]=4)[C:23]3([CH3:31])[CH3:30])[CH:17]=2)[CH2:9]1)=[O:7])([CH3:4])([CH3:3])[CH3:2]. The catalyst class is: 185. (3) Reactant: C(OC([N:8]1[CH2:13][CH2:12][C:11](=[O:14])[CH2:10][CH:9]1[CH3:15])=O)(C)(C)C.[ClH:16]. Product: [ClH:16].[CH3:15][CH:9]1[CH2:10][C:11](=[O:14])[CH2:12][CH2:13][NH:8]1. The catalyst class is: 817. (4) Reactant: Cl.[F:2][C:3]1[CH:8]=[CH:7][C:6]([C:9]2[N:13]=[C:12]([C@H:14]3[CH2:19][CH2:18][CH2:17][NH:16][CH2:15]3)[O:11][N:10]=2)=[CH:5][CH:4]=1.[F:20][C:21]1[CH:22]=[C:23]2[C:27](=[CH:28][CH:29]=1)[CH:26]([C:30](O)=[O:31])[CH2:25][CH2:24]2.C1C=CC2N(O)N=NC=2C=1.CCN=C=NCCCN(C)C.Cl.C(N(CC)CC)C. The catalyst class is: 4. Product: [F:20][C:21]1[CH:22]=[C:23]2[C:27](=[CH:28][CH:29]=1)[CH:26]([C:30]([N:16]1[CH2:17][CH2:18][CH2:19][C@H:14]([C:12]3[O:11][N:10]=[C:9]([C:6]4[CH:7]=[CH:8][C:3]([F:2])=[CH:4][CH:5]=4)[N:13]=3)[CH2:15]1)=[O:31])[CH2:25][CH2:24]2. (5) Reactant: [N+:1]([C:4]1[CH:9]=[CH:8][C:7]([C:10]2[CH:15]=[CH:14][C:13]([S:16]([NH:19][C@H:20]([C:24]([O:26][CH3:27])=[O:25])[CH:21]([CH3:23])[CH3:22])(=[O:18])=[O:17])=[CH:12][CH:11]=2)=[CH:6][CH:5]=1)([O-])=O.Cl. Product: [NH2:1][C:4]1[CH:9]=[CH:8][C:7]([C:10]2[CH:11]=[CH:12][C:13]([S:16]([NH:19][C@H:20]([C:24]([O:26][CH3:27])=[O:25])[CH:21]([CH3:23])[CH3:22])(=[O:18])=[O:17])=[CH:14][CH:15]=2)=[CH:6][CH:5]=1. The catalyst class is: 186. (6) The catalyst class is: 2. Product: [OH:2][C:3]1[CH:4]=[CH:5][C:6]([C:9]2[CH:16]3[CH:12]([CH2:13][CH2:14][CH2:15]3)[C:11](=[O:17])[C:10]=2[C:18]2[CH:19]=[CH:20][CH:21]=[CH:22][CH:23]=2)=[CH:7][CH:8]=1. Reactant: C[O:2][C:3]1[CH:8]=[CH:7][C:6]([C:9]2[CH:16]3[CH:12]([CH2:13][CH2:14][CH2:15]3)[C:11](=[O:17])[C:10]=2[C:18]2[CH:23]=[CH:22][CH:21]=[CH:20][CH:19]=2)=[CH:5][CH:4]=1.B(F)(F)F.S(C)C.O. (7) Reactant: Cl[CH2:2][C:3]([NH:5][C:6]1[C:15]2[C:10](=[CH:11][CH:12]=[CH:13][CH:14]=2)[CH:9]=[CH:8][C:7]=1[OH:16])=[O:4].C(=O)([O-])[O-].[K+].[K+].[I-].[Na+].O. Product: [NH:5]1[C:3](=[O:4])[CH2:2][O:16][C:7]2[CH:8]=[CH:9][C:10]3[C:15]([C:6]1=2)=[CH:14][CH:13]=[CH:12][CH:11]=3. The catalyst class is: 9. (8) Reactant: [CH3:1][C:2]1[O:6][C:5]([C:7]2[CH:12]=[CH:11][CH:10]=[CH:9][CH:8]=2)=[N:4][C:3]=1[CH2:13][O:14][C:15]1[CH:35]=[CH:34][C:18]([CH2:19][O:20][C:21]2[CH:22]=[C:23]([CH2:27][CH2:28][C:29]([O:31]CC)=[O:30])[CH:24]=[CH:25][CH:26]=2)=[CH:17][CH:16]=1.O1CCCC1.[OH-].[Na+].Cl. Product: [CH3:1][C:2]1[O:6][C:5]([C:7]2[CH:12]=[CH:11][CH:10]=[CH:9][CH:8]=2)=[N:4][C:3]=1[CH2:13][O:14][C:15]1[CH:35]=[CH:34][C:18]([CH2:19][O:20][C:21]2[CH:22]=[C:23]([CH2:27][CH2:28][C:29]([OH:31])=[O:30])[CH:24]=[CH:25][CH:26]=2)=[CH:17][CH:16]=1. The catalyst class is: 97. (9) Reactant: [Cl:1][C:2]1[CH:7]=[C:6](I)[C:5]([C:9]([F:12])([F:11])[F:10])=[CH:4][N:3]=1.[N:13]1[CH:18]=[CH:17][CH:16]=[N:15][C:14]=1[C:19]1[CH:25]=[CH:24][CH:23]=[CH:22][C:20]=1[NH2:21].CC1(C)C2C(=C(P(C3C=CC=CC=3)C3C=CC=CC=3)C=CC=2)OC2C(P(C3C=CC=CC=3)C3C=CC=CC=3)=CC=CC1=2.C(=O)([O-])[O-].[Cs+].[Cs+]. Product: [Cl:1][C:2]1[CH:7]=[C:6]([NH:21][C:20]2[CH:22]=[CH:23][CH:24]=[CH:25][C:19]=2[C:14]2[N:13]=[CH:18][CH:17]=[CH:16][N:15]=2)[C:5]([C:9]([F:12])([F:11])[F:10])=[CH:4][N:3]=1. The catalyst class is: 62.